This data is from Catalyst prediction with 721,799 reactions and 888 catalyst types from USPTO. The task is: Predict which catalyst facilitates the given reaction. Reactant: FC(F)(F)C(O)=O.[NH2:8][C@H:9]1[CH2:14][CH2:13][C@H:12]([NH:15][C:16]2[CH:21]=[C:20]([C:22]3[C:27]([F:28])=[CH:26][CH:25]=[C:24]([NH:29][CH2:30][CH:31]4[CH2:36][CH2:35][O:34][CH2:33][CH2:32]4)[N:23]=3)[C:19]([Cl:37])=[CH:18][N:17]=2)[CH2:11][CH2:10]1.C(=O)([O-])[O-].[Na+].[Na+].[CH3:44][O:45][CH2:46][CH2:47]OS(C1C=CC(C)=CC=1)(=O)=O. Product: [Cl:37][C:19]1[C:20]([C:22]2[C:27]([F:28])=[CH:26][CH:25]=[C:24]([NH:29][CH2:30][CH:31]3[CH2:36][CH2:35][O:34][CH2:33][CH2:32]3)[N:23]=2)=[CH:21][C:16]([NH:15][C@H:12]2[CH2:13][CH2:14][C@H:9]([NH:8][CH2:47][CH2:46][O:45][CH3:44])[CH2:10][CH2:11]2)=[N:17][CH:18]=1. The catalyst class is: 16.